Dataset: Forward reaction prediction with 1.9M reactions from USPTO patents (1976-2016). Task: Predict the product of the given reaction. (1) Given the reactants [Cl:1][C:2]1[CH:3]=[C:4]2[C:8](=[CH:9][CH:10]=1)[NH:7][CH:6]=[C:5]2[CH2:11][CH2:12][NH:13][C:14](=[O:22])[C:15]1[CH:20]=[CH:19][CH:18]=[C:17](I)[CH:16]=1.[C:23]([C:25]1[CH:30]=[CH:29][CH:28]=[CH:27][C:26]=1B(O)O)#[N:24].C(=O)([O-])[O-].[Na+].[Na+], predict the reaction product. The product is: [Cl:1][C:2]1[CH:3]=[C:4]2[C:8](=[CH:9][CH:10]=1)[NH:7][CH:6]=[C:5]2[CH2:11][CH2:12][NH:13][C:14]([C:15]1[CH:16]=[C:17]([C:26]2[CH:27]=[CH:28][CH:29]=[CH:30][C:25]=2[C:23]#[N:24])[CH:18]=[CH:19][CH:20]=1)=[O:22]. (2) Given the reactants [CH:1]1[C:6]([CH:7]=O)=[CH:5][C:4]2[O:9][CH2:10][O:11][C:3]=2[CH:2]=1.C([O-])(=O)C.[NH4+].[N+:17]([CH2:20][CH3:21])([O-:19])=[O:18], predict the reaction product. The product is: [N+:17]([C:20]([CH3:21])=[CH:7][C:6]1[CH:1]=[CH:2][C:3]2[O:11][CH2:10][O:9][C:4]=2[CH:5]=1)([O-:19])=[O:18].